From a dataset of Reaction yield outcomes from USPTO patents with 853,638 reactions. Predict the reaction yield, written as a fraction of the theoretical maximum amount of product (1.0 means a 100% yield; for example, 0.34 means a 34% yield). (1) The reactants are Cl.[NH:2]([C:4]1[CH:5]=[C:6]([CH:10]=[CH:11][C:12]=1[CH3:13])[C:7]([OH:9])=[O:8])[NH2:3].[I:14][C:15]1[CH:16]=[C:17]([CH:31]=[CH:32][CH:33]=1)[C:18]([C:20](=[CH:23]NC1C=CC=CC=1)[C:21]#[N:22])=[O:19]. The catalyst is C(O)C.CO. The product is [NH2:22][C:21]1[N:2]([C:4]2[CH:5]=[C:6]([CH:10]=[CH:11][C:12]=2[CH3:13])[C:7]([OH:9])=[O:8])[N:3]=[CH:23][C:20]=1[C:18](=[O:19])[C:17]1[CH:31]=[CH:32][CH:33]=[C:15]([I:14])[CH:16]=1. The yield is 0.220. (2) The reactants are [Cl:1][C:2]1[CH:21]=[C:20]([Cl:22])[CH:19]=[CH:18][C:3]=1[CH2:4][N:5]1[C:9]([C:10](OCC)=[O:11])=[CH:8][C:7]([CH:15]([CH3:17])[CH3:16])=[N:6]1.[H-].C([Al+]CC(C)C)C(C)C.C(O)C.[Cl-].[NH4+]. The catalyst is O1CCCC1.C1(C)C=CC=CC=1. The product is [Cl:1][C:2]1[CH:21]=[C:20]([Cl:22])[CH:19]=[CH:18][C:3]=1[CH2:4][N:5]1[C:9]([CH2:10][OH:11])=[CH:8][C:7]([CH:15]([CH3:17])[CH3:16])=[N:6]1. The yield is 0.860. (3) The reactants are [CH3:1][CH2:2][CH2:3][CH2:4][CH:5]([CH2:8][NH:9][CH2:10][CH:11]([CH2:14][CH2:15][CH2:16][CH3:17])[CH2:12][CH3:13])[CH2:6][CH3:7].[Br:18][CH:19]([CH3:23])[C:20](Cl)=[O:21]. No catalyst specified. The product is [Br:18][CH:19]([CH3:23])[C:20]([N:9]([CH2:8][CH:5]([CH2:6][CH3:7])[CH2:4][CH2:3][CH2:2][CH3:1])[CH2:10][CH:11]([CH2:12][CH3:13])[CH2:14][CH2:15][CH2:16][CH3:17])=[O:21]. The yield is 0.980. (4) The reactants are [Br:1][C:2]1[CH:3]=[C:4]2[C:8](=[CH:9][CH:10]=1)[NH:7][C:6](=[O:11])[CH2:5]2.[CH3:12][N:13]([CH3:28])[CH2:14][CH2:15][NH:16][C:17]([C:19]1[C:23]([CH3:24])=[C:22]([CH:25]=O)[NH:21][C:20]=1[CH3:27])=[O:18]. No catalyst specified. The product is [CH3:12][N:13]([CH3:28])[CH2:14][CH2:15][NH:16][C:17]([C:19]1[C:23]([CH3:24])=[C:22]([CH:25]=[C:5]2[C:4]3[C:8](=[CH:9][CH:10]=[C:2]([Br:1])[CH:3]=3)[NH:7][C:6]2=[O:11])[NH:21][C:20]=1[CH3:27])=[O:18]. The yield is 0.830. (5) The reactants are [OH-].[Li+].[F:3][C:4]1[CH:5]=[C:6]([C:10]2[CH:15]=[CH:14][C:13]([C:16]([O:18]C)=[O:17])=[C:12]([N+:20]([O-:22])=[O:21])[CH:11]=2)[CH:7]=[CH:8][CH:9]=1.CO.O. The catalyst is C1COCC1. The product is [F:3][C:4]1[CH:5]=[C:6]([C:10]2[CH:15]=[CH:14][C:13]([C:16]([OH:18])=[O:17])=[C:12]([N+:20]([O-:22])=[O:21])[CH:11]=2)[CH:7]=[CH:8][CH:9]=1. The yield is 0.950.